From a dataset of Peptide-MHC class II binding affinity with 134,281 pairs from IEDB. Regression. Given a peptide amino acid sequence and an MHC pseudo amino acid sequence, predict their binding affinity value. This is MHC class II binding data. (1) The peptide sequence is FTVFEAAFNNAIKAG. The MHC is HLA-DPA10201-DPB11401 with pseudo-sequence HLA-DPA10201-DPB11401. The binding affinity (normalized) is 0.319. (2) The peptide sequence is EVVAATPTSLLISWG. The MHC is DRB1_0401 with pseudo-sequence DRB1_0401. The binding affinity (normalized) is 0.324. (3) The peptide sequence is YDKFLAWVSTVLTGK. The MHC is DRB1_1101 with pseudo-sequence DRB1_1101. The binding affinity (normalized) is 0.550. (4) The binding affinity (normalized) is 0.360. The peptide sequence is EGGNIYTKKEAFNVE. The MHC is DRB1_0101 with pseudo-sequence DRB1_0101. (5) The peptide sequence is IQYVNYWFAPGAGAA. The MHC is HLA-DQA10501-DQB10201 with pseudo-sequence HLA-DQA10501-DQB10201. The binding affinity (normalized) is 0.160. (6) The peptide sequence is VAIDRPAEVRKVCYN. The MHC is DRB1_0701 with pseudo-sequence DRB1_0701. The binding affinity (normalized) is 0.268. (7) The peptide sequence is DQGCSSALGSGPYGA. The MHC is DRB1_0301 with pseudo-sequence DRB1_0301. The binding affinity (normalized) is 0. (8) The peptide sequence is WPDLDLKPGAAWTVY. The MHC is DRB3_0301 with pseudo-sequence DRB3_0301. The binding affinity (normalized) is 0.448. (9) The peptide sequence is GELQIVDKIDAARKI. The MHC is DRB1_0701 with pseudo-sequence DRB1_0701. The binding affinity (normalized) is 0.781. (10) The peptide sequence is PNITATYGDKWLDAK. The MHC is HLA-DQA10301-DQB10302 with pseudo-sequence HLA-DQA10301-DQB10302. The binding affinity (normalized) is 0.143.